This data is from Catalyst prediction with 721,799 reactions and 888 catalyst types from USPTO. The task is: Predict which catalyst facilitates the given reaction. (1) The catalyst class is: 60. Reactant: BrC1[C:6]([C:7](OCC)=O)=[C:5](Br)[N:4]([CH3:13])N=1. Product: [CH2:5]1[NH:4][CH2:13][CH2:13][N:4]2[CH2:5][CH2:6][CH2:7][CH:6]12. (2) Reactant: [CH3:1][C:2]1[CH:3]=[CH:4][C:5]([N:8]2[C:16]3[C:11](=[CH:12][C:13]([N+:17]([O-])=O)=[CH:14][CH:15]=3)[CH:10]=[N:9]2)=[N:6][CH:7]=1.CC1C=CC(N2C=C3C(C=CC([N+]([O-])=O)=C3)=N2)=NC=1. Product: [CH3:1][C:2]1[CH:3]=[CH:4][C:5]([N:8]2[C:16]3[C:11](=[CH:12][C:13]([NH2:17])=[CH:14][CH:15]=3)[CH2:10][NH:9]2)=[N:6][CH:7]=1. The catalyst class is: 50. (3) Reactant: [O:1]=[C:2]1[C@H:8]([CH2:9][C:10]([O:12]C)=[O:11])[CH2:7][C:6]2[CH:14]=[CH:15][C:16]([O:18][CH2:19][CH2:20][CH2:21][NH:22][C:23]3[CH:28]=[CH:27][CH:26]=[CH:25][N:24]=3)=[CH:17][C:5]=2[CH2:4][N:3]1[CH2:29][C:30]([F:33])([F:32])[F:31].[OH-].[Na+].Cl. Product: [O:1]=[C:2]1[C@H:8]([CH2:9][C:10]([OH:12])=[O:11])[CH2:7][C:6]2[CH:14]=[CH:15][C:16]([O:18][CH2:19][CH2:20][CH2:21][NH:22][C:23]3[CH:28]=[CH:27][CH:26]=[CH:25][N:24]=3)=[CH:17][C:5]=2[CH2:4][N:3]1[CH2:29][C:30]([F:33])([F:31])[F:32]. The catalyst class is: 12. (4) Reactant: [CH3:1][C:2]1([CH3:32])[CH2:7][CH2:6][CH:5]([N:8]([CH2:16][C:17]2[CH:22]=[CH:21][C:20]([C:23]3[CH:28]=[CH:27][CH:26]=[C:25]([C:29]([OH:31])=O)[CH:24]=3)=[CH:19][CH:18]=2)[C:9]([O:11][C:12]([CH3:15])([CH3:14])[CH3:13])=[O:10])[CH2:4][CH2:3]1.CCN(C(C)C)C(C)C.CN(C(ON1N=NC2C=CC=NC1=2)=[N+](C)C)C.F[P-](F)(F)(F)(F)F.[CH2:66]([NH2:74])[CH2:67][C:68]1[CH:73]=[CH:72][CH:71]=[CH:70][CH:69]=1. Product: [CH3:32][C:2]1([CH3:1])[CH2:3][CH2:4][CH:5]([N:8]([CH2:16][C:17]2[CH:18]=[CH:19][C:20]([C:23]3[CH:28]=[CH:27][CH:26]=[C:25]([C:29]([NH:74][CH2:66][CH2:67][C:68]4[CH:73]=[CH:72][CH:71]=[CH:70][CH:69]=4)=[O:31])[CH:24]=3)=[CH:21][CH:22]=2)[C:9](=[O:10])[O:11][C:12]([CH3:13])([CH3:15])[CH3:14])[CH2:6][CH2:7]1. The catalyst class is: 3. (5) Reactant: Br[CH2:2][CH2:3][CH2:4][CH2:5][C:6]([O:8][CH2:9][CH3:10])=[O:7].[I-].[K+].C(=O)([O-])[O-].[Na+].[Na+].[CH3:19][O:20][C:21]1[CH:26]=[CH:25][CH:24]=[CH:23][C:22]=1[CH2:27][CH2:28][NH:29][CH:30]1[CH2:39][CH2:38][CH2:37][C:36]2[N:35]=[C:34]([C:40]#[N:41])[CH:33]=[CH:32][C:31]1=2. Product: [C:40]([C:34]1[CH:33]=[CH:32][C:31]2[CH:30]([N:29]([CH2:28][CH2:27][C:22]3[CH:23]=[CH:24][CH:25]=[CH:26][C:21]=3[O:20][CH3:19])[CH2:2][CH2:3][CH2:4][CH2:5][C:6]([O:8][CH2:9][CH3:10])=[O:7])[CH2:39][CH2:38][CH2:37][C:36]=2[N:35]=1)#[N:41]. The catalyst class is: 115. (6) Reactant: [CH:1]1[C:6]2[C:7](=O)[NH:8][C:9]3[CH:15]=[CH:14][CH:13]=[CH:12][C:10]=3[S:11][C:5]=2[CH:4]=[CH:3][CH:2]=1.[Cl:17]CCl.P(Cl)(Cl)(Cl)(Cl)Cl.S1C=CC=NC=C1. Product: [Cl:17][C:7]1[C:6]2[CH:1]=[CH:2][CH:3]=[CH:4][C:5]=2[S:11][C:10]2[CH:12]=[CH:13][CH:14]=[CH:15][C:9]=2[N:8]=1. The catalyst class is: 93. (7) Reactant: [F:1][C:2]1[CH:7]=[CH:6][C:5]([N:8]2[CH:12]=[C:11]([C:13]([O:15]CC)=[O:14])[C:10]([C:18]([F:21])([F:20])[F:19])=[N:9]2)=[CH:4][CH:3]=1.[OH-].[Na+]. Product: [F:1][C:2]1[CH:7]=[CH:6][C:5]([N:8]2[CH:12]=[C:11]([C:13]([OH:15])=[O:14])[C:10]([C:18]([F:20])([F:19])[F:21])=[N:9]2)=[CH:4][CH:3]=1. The catalyst class is: 301.